The task is: Regression/Classification. Given a drug SMILES string, predict its absorption, distribution, metabolism, or excretion properties. Task type varies by dataset: regression for continuous measurements (e.g., permeability, clearance, half-life) or binary classification for categorical outcomes (e.g., BBB penetration, CYP inhibition). For this dataset (solubility_aqsoldb), we predict Y.. This data is from Aqueous solubility values for 9,982 compounds from the AqSolDB database. (1) The drug is [Ir]. The Y is -9.98 log mol/L. (2) The compound is c1ccc2c3c(ccc2c1)Nc1ccc2ccccc2c1S3. The Y is -6.88 log mol/L.